From a dataset of Forward reaction prediction with 1.9M reactions from USPTO patents (1976-2016). Predict the product of the given reaction. (1) Given the reactants [F:1][C:2]([F:32])([F:31])[C:3]1[CH:4]=[C:5]([NH:13][C:14](=[O:30])[CH2:15][N:16]2[C:21](=[O:22])[C:20]3[C:23]([CH3:29])=[C:24]([C:26]([OH:28])=O)[S:25][C:19]=3[N:18]=[CH:17]2)[CH:6]=[C:7]([C:9]([F:12])([F:11])[F:10])[CH:8]=1.CCN(C(C)C)C(C)C.[F:42][C:43]1[CH:48]=[CH:47][CH:46]=[CH:45][C:44]=1[N:49]1[CH2:54][CH2:53][NH:52][CH2:51][CH2:50]1.CN(C(ON1N=NC2C=CC=NC1=2)=[N+](C)C)C.F[P-](F)(F)(F)(F)F, predict the reaction product. The product is: [F:10][C:9]([F:11])([F:12])[C:7]1[CH:6]=[C:5]([NH:13][C:14](=[O:30])[CH2:15][N:16]2[C:21](=[O:22])[C:20]3[C:23]([CH3:29])=[C:24]([C:26]([N:52]4[CH2:51][CH2:50][N:49]([C:44]5[CH:45]=[CH:46][CH:47]=[CH:48][C:43]=5[F:42])[CH2:54][CH2:53]4)=[O:28])[S:25][C:19]=3[N:18]=[CH:17]2)[CH:4]=[C:3]([C:2]([F:32])([F:31])[F:1])[CH:8]=1. (2) Given the reactants [Cl:1][C:2]1[CH:3]=[CH:4][C:5]([O:29][CH:30]([F:32])[F:31])=[C:6]([C:8]2[C:12]([NH:13][C:14]([C:16]3[CH:17]=[N:18][N:19]4[CH:24]=[CH:23][CH:22]=[N:21][C:20]=34)=[O:15])=[CH:11][N:10]([CH2:25][C:26]([OH:28])=O)[N:9]=2)[CH:7]=1.Cl.[CH3:34][N:35]([CH3:45])[C:36](=[O:44])[CH2:37][N:38]1[CH2:43][CH2:42][NH:41][CH2:40][CH2:39]1.CCN(C(C)C)C(C)C.CN(C(ON1N=NC2C=CC=NC1=2)=[N+](C)C)C.F[P-](F)(F)(F)(F)F, predict the reaction product. The product is: [Cl:1][C:2]1[CH:3]=[CH:4][C:5]([O:29][CH:30]([F:32])[F:31])=[C:6]([C:8]2[C:12]([NH:13][C:14]([C:16]3[CH:17]=[N:18][N:19]4[CH:24]=[CH:23][CH:22]=[N:21][C:20]=34)=[O:15])=[CH:11][N:10]([CH2:25][C:26]([N:41]3[CH2:40][CH2:39][N:38]([CH2:37][C:36](=[O:44])[N:35]([CH3:34])[CH3:45])[CH2:43][CH2:42]3)=[O:28])[N:9]=2)[CH:7]=1. (3) Given the reactants [H-].[Na+].Cl.[NH2:4][C:5]([NH2:7])=[NH:6].[C:8]([O:12][C:13](=[O:39])[CH2:14][N:15]([S:24]([C:27]1[CH:36]=[C:35]2[C:30]([C:31]([Cl:38])=[CH:32][N:33]=[C:34]2Cl)=[CH:29][CH:28]=1)(=[O:26])=[O:25])[C@H:16]([C:18]1[CH:23]=[CH:22][CH:21]=[CH:20][CH:19]=1)[CH3:17])([CH3:11])([CH3:10])[CH3:9], predict the reaction product. The product is: [C:8]([O:12][C:13](=[O:39])[CH2:14][N:15]([S:24]([C:27]1[CH:36]=[C:35]2[C:30]([C:31]([Cl:38])=[CH:32][N:33]=[C:34]2[NH:6][C:5]([NH2:7])=[NH:4])=[CH:29][CH:28]=1)(=[O:25])=[O:26])[C@H:16]([C:18]1[CH:19]=[CH:20][CH:21]=[CH:22][CH:23]=1)[CH3:17])([CH3:9])([CH3:10])[CH3:11].